Task: Predict which catalyst facilitates the given reaction.. Dataset: Catalyst prediction with 721,799 reactions and 888 catalyst types from USPTO (1) Reactant: [SH:1][CH2:2][C:3]([O:5][CH2:6][CH3:7])=[O:4].C(N(CC)CC)C.[Cl:15][C:16]1[CH:33]=[C:32]([O:34][CH3:35])[C:19]2[O:20][C:21]3[CH:31]=[CH:30][CH:29]=[CH:28][C:22]=3[C:23]([CH:26]=O)=[C:24](Cl)[C:18]=2[CH:17]=1. Product: [CH2:6]([O:5][C:3]([C:2]1[S:1][C:24]2[C:18]3[CH:17]=[C:16]([Cl:15])[CH:33]=[C:32]([O:34][CH3:35])[C:19]=3[O:20][C:21]3[CH:31]=[CH:30][CH:29]=[CH:28][C:22]=3[C:23]=2[CH:26]=1)=[O:4])[CH3:7]. The catalyst class is: 17. (2) Reactant: CO[C:3](=[O:24])[C:4]1[CH:9]=[C:8]([O:10][C:11]2[CH:16]=[CH:15][C:14]([F:17])=[CH:13][C:12]=2[F:18])[CH:7]=[CH:6][C:5]=1[CH:19]=[CH:20]OCC.C(O)(C(F)(F)F)=O.[C:32]([O:36][C:37]([N:39]1[CH2:44][CH2:43][CH:42]([O:45][CH2:46][CH:47]([NH2:51])[CH:48]([CH3:50])[CH3:49])[CH2:41][CH2:40]1)=[O:38])([CH3:35])([CH3:34])[CH3:33].CCN(C(C)C)C(C)C.C(O[BH-](OC(=O)C)OC(=O)C)(=O)C.[Na+]. Product: [C:32]([O:36][C:37]([N:39]1[CH2:40][CH2:41][CH:42]([O:45][CH2:46][CH:47]([N:51]2[CH2:20][CH2:19][C:5]3[C:4](=[CH:9][C:8]([O:10][C:11]4[CH:16]=[CH:15][C:14]([F:17])=[CH:13][C:12]=4[F:18])=[CH:7][CH:6]=3)[C:3]2=[O:24])[CH:48]([CH3:49])[CH3:50])[CH2:43][CH2:44]1)=[O:38])([CH3:35])([CH3:34])[CH3:33]. The catalyst class is: 46. (3) Reactant: [Cl:1][C:2]1[CH:7]=[CH:6][C:5]([OH:8])=[CH:4][C:3]=1[C:9]([F:12])([F:11])[F:10].C([O-])([O-])=O.[K+].[K+].F[C:20]1[CH:27]=[CH:26][C:23]([C:24]#[N:25])=[CH:22][CH:21]=1. Product: [Cl:1][C:2]1[CH:7]=[CH:6][C:5]([O:8][C:20]2[CH:27]=[CH:26][C:23]([C:24]#[N:25])=[CH:22][CH:21]=2)=[CH:4][C:3]=1[C:9]([F:10])([F:11])[F:12]. The catalyst class is: 16. (4) Reactant: [CH2:1]([S:3][C:4]1[N:9]=[C:8]([O:10][CH3:11])[C:7]([C:12]([NH2:14])=[O:13])=[C:6](S(C)=O)[N:5]=1)[CH3:2].[CH3:18][C:19]1[CH:20]=[C:21]([CH:23]=[C:24]([CH3:26])[CH:25]=1)[NH2:22].CCN(C(C)C)C(C)C.CCOC(C)=O. Product: [CH3:18][C:19]1[CH:20]=[C:21]([NH:22][C:6]2[C:7]([C:12]([NH2:14])=[O:13])=[C:8]([O:10][CH3:11])[N:9]=[C:4]([S:3][CH2:1][CH3:2])[N:5]=2)[CH:23]=[C:24]([CH3:26])[CH:25]=1. The catalyst class is: 179. (5) Reactant: [C:1](Cl)(=O)[C:2]([Cl:4])=[O:3].[CH2:7]([O:14][C:15](=[O:23])[CH2:16][CH2:17][CH2:18]CC(O)=O)[C:8]1[CH:13]=[CH:12][CH:11]=[CH:10][CH:9]=1. Product: [Cl:4][C:2](=[O:3])[CH2:1][CH2:18][CH2:17][CH2:16][C:15]([O:14][CH2:7][C:8]1[CH:9]=[CH:10][CH:11]=[CH:12][CH:13]=1)=[O:23]. The catalyst class is: 22. (6) Reactant: [F:1][C:2]1[CH:3]=[C:4]([CH:8]([OH:10])[CH3:9])[CH:5]=[CH:6][CH:7]=1.[H-].[Na+].[F:13][C:14]1[CH:21]=[CH:20][CH:19]=[C:18](F)[C:15]=1[C:16]#[N:17]. Product: [F:13][C:14]1[CH:21]=[CH:20][CH:19]=[C:18]([O:10][CH:8]([C:4]2[CH:5]=[CH:6][CH:7]=[C:2]([F:1])[CH:3]=2)[CH3:9])[C:15]=1[C:16]#[N:17]. The catalyst class is: 9.